Dataset: Reaction yield outcomes from USPTO patents with 853,638 reactions. Task: Predict the reaction yield, written as a fraction of the theoretical maximum amount of product (1.0 means a 100% yield; for example, 0.34 means a 34% yield). The reactants are [F:1][C:2]1[CH:7]=[C:6]([CH2:8][N:9]2[C:14](=[O:15])[CH:13]=[C:12]([CH3:16])[N:11]=[C:10]2[CH2:17][CH2:18][CH3:19])[CH:5]=[CH:4][C:3]=1[C:20]1[C:21]([C:26]#[N:27])=[CH:22][CH:23]=[CH:24][CH:25]=1.C([O-])(=O)C.[Na+].[Br:33]Br. The catalyst is C(O)(=O)C. The product is [Br:33][C:13]1[C:14](=[O:15])[N:9]([CH2:8][C:6]2[CH:5]=[CH:4][C:3]([C:20]3[C:21]([C:26]#[N:27])=[CH:22][CH:23]=[CH:24][CH:25]=3)=[C:2]([F:1])[CH:7]=2)[C:10]([CH2:17][CH2:18][CH3:19])=[N:11][C:12]=1[CH3:16]. The yield is 0.570.